From a dataset of Forward reaction prediction with 1.9M reactions from USPTO patents (1976-2016). Predict the product of the given reaction. (1) Given the reactants [C:1]([C:4]1[CH:5]=[CH:6][C:7]([NH:10][C:11](=[O:28])[CH:12]([NH:16][C:17](=[O:27])[CH2:18][C:19]2[CH:24]=[C:23]([F:25])[CH:22]=[C:21]([F:26])[CH:20]=2)[CH2:13][CH2:14][CH3:15])=[N:8][CH:9]=1)(=O)[CH3:2].[CH:29]1([NH2:33])[CH2:32][CH2:31][CH2:30]1.C(O[BH-](OC(=O)C)OC(=O)C)(=O)C.[Na+].C([BH3-])#N.[Na+], predict the reaction product. The product is: [CH:29]1([NH:33][CH:1]([C:4]2[CH:5]=[CH:6][C:7]([NH:10][C:11](=[O:28])[CH:12]([NH:16][C:17](=[O:27])[CH2:18][C:19]3[CH:24]=[C:23]([F:25])[CH:22]=[C:21]([F:26])[CH:20]=3)[CH2:13][CH2:14][CH3:15])=[N:8][CH:9]=2)[CH3:2])[CH2:32][CH2:31][CH2:30]1. (2) Given the reactants [CH3:1][CH:2]1[NH:7][CH2:6][CH2:5][N:4]([C:8]2[C:13]([O:14][CH3:15])=[C:12]3[N:16]([CH:24]4[CH2:26][CH2:25]4)[CH:17]=[C:18]([C:21]([OH:23])=[O:22])[C:19](=[O:20])[C:11]3=[CH:10][C:9]=2[F:27])[CH2:3]1.Cl.[B:29]([F:31])[F:30].C1(N2C3C(=CC(F)=C(F)C=3OC)C(=O)C(C(O)=O)=C2)CC1.CC1CNCCN1.C(N(CC)CC)C, predict the reaction product. The product is: [B:29]([F:31])[F:30].[CH:24]1([N:16]2[C:12]3[C:11](=[CH:10][C:9]([F:27])=[C:8]([N:4]4[CH2:5][CH2:6][NH:7][CH:2]([CH3:1])[CH2:3]4)[C:13]=3[O:14][CH3:15])[C:19](=[O:20])[C:18]([C:21]([OH:23])=[O:22])=[CH:17]2)[CH2:26][CH2:25]1. (3) Given the reactants [CH3:1][O:2][C:3](=[O:25])[CH2:4][C:5]1[CH:6]=[C:7]([C:13]2[CH:18]=[CH:17][C:16]([C:19]([F:22])([F:21])[F:20])=[CH:15][C:14]=2[CH:23]=O)[C:8]([O:11][CH3:12])=[CH:9][CH:10]=1.Cl.[NH2:27][CH:28]1[CH2:36][C:35]2[C:30](=[CH:31][CH:32]=[CH:33][CH:34]=2)[CH2:29]1, predict the reaction product. The product is: [CH3:1][O:2][C:3](=[O:25])[CH2:4][C:5]1[CH:6]=[C:7]([C:13]2[CH:18]=[CH:17][C:16]([C:19]([F:22])([F:21])[F:20])=[CH:15][C:14]=2[CH2:23][NH:27][CH:28]2[CH2:36][C:35]3[C:30](=[CH:31][CH:32]=[CH:33][CH:34]=3)[CH2:29]2)[C:8]([O:11][CH3:12])=[CH:9][CH:10]=1.